From a dataset of Reaction yield outcomes from USPTO patents with 853,638 reactions. Predict the reaction yield, written as a fraction of the theoretical maximum amount of product (1.0 means a 100% yield; for example, 0.34 means a 34% yield). The reactants are [I:1][C:2]1[CH:11]=[CH:10][CH:9]=[C:8]([CH3:12])[C:3]=1[C:4](OC)=[O:5].C1C(=O)[N:17](Br)C(=O)C1.C(OOC(=O)C1C=CC=CC=1)(=O)C1C=CC=CC=1. The catalyst is ClC1C=CC=CC=1. The product is [I:1][C:2]1[CH:11]=[CH:10][CH:9]=[C:8]2[C:3]=1[C:4](=[O:5])[NH:17][CH2:12]2. The yield is 0.400.